Dataset: Forward reaction prediction with 1.9M reactions from USPTO patents (1976-2016). Task: Predict the product of the given reaction. Given the reactants [CH3:1][O:2][C:3]1[N:8]=[CH:7][C:6]([C:9](=O)[CH2:10][CH3:11])=[CH:5][CH:4]=1.Cl.NO.C([N:18](CC)CC)C, predict the reaction product. The product is: [CH3:1][O:2][C:3]1[N:8]=[CH:7][C:6]([CH:9]([NH2:18])[CH2:10][CH3:11])=[CH:5][CH:4]=1.